The task is: Predict the product of the given reaction.. This data is from Forward reaction prediction with 1.9M reactions from USPTO patents (1976-2016). (1) Given the reactants [NH2:1][C:2]1[CH:7]=[CH:6][N:5]=[CH:4][N:3]=1.[H-].[Na+].[N+](C1C=CC([O:19][C:20]([N:22]2[CH2:25][CH:24]([O:26][C:27]3[CH:32]=[CH:31][C:30]([I:33])=[CH:29][N:28]=3)[CH2:23]2)=O)=CC=1)([O-])=O, predict the reaction product. The product is: [N:5]1[CH:6]=[CH:7][C:2]([NH:1][C:20]([N:22]2[CH2:23][CH:24]([O:26][C:27]3[CH:32]=[CH:31][C:30]([I:33])=[CH:29][N:28]=3)[CH2:25]2)=[O:19])=[N:3][CH:4]=1. (2) Given the reactants [F:1][C:2]1[CH:3]=[N:4][CH:5]=[CH:6][C:7]=1[C:8]1[C:9]([C:16]2[CH:17]=[N:18][CH:19]=[CH:20][CH:21]=2)=[N:10][C:11]([NH2:15])=[C:12]([NH2:14])[CH:13]=1.[F:22][C:23]1[CH:24]=[C:25]([CH:29]=[C:30]([F:32])[CH:31]=1)[C:26](Cl)=[O:27].N1C=CC=C[CH:34]=1, predict the reaction product. The product is: [F:22][C:23]1[CH:24]=[C:25]([C:26]([C:34]2[NH:15][C:11]3=[N:10][C:9]([C:16]4[CH:17]=[N:18][CH:19]=[CH:20][CH:21]=4)=[C:8]([C:7]4[CH:6]=[CH:5][N:4]=[CH:3][C:2]=4[F:1])[CH:13]=[C:12]3[N:14]=2)=[O:27])[CH:29]=[C:30]([F:32])[CH:31]=1. (3) Given the reactants [F:1][C:2]1([F:9])[CH2:5][CH:4]([C:6]([OH:8])=O)[CH2:3]1.C1N=CN(C(N2C=NC=C2)=O)C=1.[NH2:22][C:23]1[CH:24]=[C:25]([CH:30]=[CH:31][C:32]=1[F:33])[C:26](=[NH:29])[NH:27]O.O, predict the reaction product. The product is: [F:9][C:2]1([F:1])[CH2:3][CH:4]([C:6]2[O:8][N:29]=[C:26]([C:25]3[CH:30]=[CH:31][C:32]([F:33])=[C:23]([CH:24]=3)[NH2:22])[N:27]=2)[CH2:5]1. (4) Given the reactants [OH-].[Ba+2].[OH-].B(O)O.[O:7]1[CH:11]=[CH:10][CH:9]=[C:8]1[C:12]1[CH:13]=[C:14]([CH:38]=[CH:39][CH:40]=1)/[CH:15]=[C:16]1\[CH2:17][CH2:18][C:19]2[N:20](S(C3C=CC(C)=CC=3)(=O)=O)[C:21]([C:24]([O:26][CH3:27])=[O:25])=[CH:22][C:23]\1=2, predict the reaction product. The product is: [O:7]1[CH:11]=[CH:10][CH:9]=[C:8]1[C:12]1[CH:13]=[C:14]([CH:38]=[CH:39][CH:40]=1)/[CH:15]=[C:16]1\[CH2:17][CH2:18][C:19]2[NH:20][C:21]([C:24]([O:26][CH3:27])=[O:25])=[CH:22][C:23]\1=2. (5) Given the reactants Cl[CH2:2][CH2:3][N:4]1[CH2:9][CH2:8][N:7]([C:10]([O:12][C:13]([CH3:16])([CH3:15])[CH3:14])=[O:11])[CH2:6][CH2:5]1.CO.[CH3:19][NH2:20], predict the reaction product. The product is: [CH3:19][NH:20][CH2:2][CH2:3][N:4]1[CH2:9][CH2:8][N:7]([C:10]([O:12][C:13]([CH3:16])([CH3:15])[CH3:14])=[O:11])[CH2:6][CH2:5]1. (6) The product is: [CH:1]([O:4][C:5]([N:7]1[CH2:12][CH2:11][CH:10]([O:13][C:14]2[C:19]([O:20][CH3:21])=[C:18]([NH:22][C:23]3[C:24]([CH3:32])=[N:25][C:26]([CH2:29][CH2:30][S:65][CH3:64])=[CH:27][CH:28]=3)[N:17]=[CH:16][N:15]=2)[CH2:9][CH2:8]1)=[O:6])([CH3:3])[CH3:2]. Given the reactants [CH:1]([O:4][C:5]([N:7]1[CH2:12][CH2:11][CH:10]([O:13][C:14]2[C:19]([O:20][CH3:21])=[C:18]([NH:22][C:23]3[C:24]([CH3:32])=[N:25][C:26]([CH2:29][CH2:30]O)=[CH:27][CH:28]=3)[N:17]=[CH:16][N:15]=2)[CH2:9][CH2:8]1)=[O:6])([CH3:3])[CH3:2].C1(P(C2C=CC=CC=2)C2C=CC=CC=2)C=CC=CC=1.BrC(Br)(Br)Br.[OH-].[Na+].S(O)(O)(=O)=O.[CH3:64][S:65]C(=N)N, predict the reaction product. (7) Given the reactants [CH3:1][N:2]([CH2:8][C:9]1[CH:14]=[CH:13][N:12]=[CH:11][CH:10]=1)[C:3](=[O:7])[C:4]([O-])=[O:5].[NH2:15][NH2:16], predict the reaction product. The product is: [NH:15]([C:4](=[O:5])[C:3]([N:2]([CH3:1])[CH2:8][C:9]1[CH:14]=[CH:13][N:12]=[CH:11][CH:10]=1)=[O:7])[NH2:16]. (8) Given the reactants [Cl:1][C:2]1[C:11]([CH:12]=O)=[CH:10][C:9]2[C:4](=[C:5]([CH3:15])[C:6]([F:14])=[CH:7][CH:8]=2)[N:3]=1.[CH3:16][C:17]([S@:20]([NH2:22])=[O:21])([CH3:19])[CH3:18], predict the reaction product. The product is: [Cl:1][C:2]1[C:11](/[CH:12]=[N:22]/[S@@:20]([C:17]([CH3:19])([CH3:18])[CH3:16])=[O:21])=[CH:10][C:9]2[C:4](=[C:5]([CH3:15])[C:6]([F:14])=[CH:7][CH:8]=2)[N:3]=1. (9) The product is: [Cl:14][C:12]1[CH:13]=[C:8]([C:6]2[C:5]3[N:15]([CH2:30][C@H:31]4[CH2:36][CH2:35][C@H:34]([CH3:37])[CH2:33][CH2:32]4)[C:16]([N:18]4[CH2:23][CH2:22][O:21][CH2:20][C@H:19]4[C:24]4[CH:25]=[CH:26][CH:27]=[CH:28][CH:29]=4)=[N:17][C:4]=3[CH:3]=[C:2]([C:42]3[CH:43]=[CH:44][CH:45]=[C:40]([O:39][CH3:38])[N:41]=3)[N:7]=2)[CH:9]=[N:10][CH:11]=1. Given the reactants Cl[C:2]1[N:7]=[C:6]([C:8]2[CH:9]=[N:10][CH:11]=[C:12]([Cl:14])[CH:13]=2)[C:5]2[N:15]([CH2:30][C@H:31]3[CH2:36][CH2:35][C@H:34]([CH3:37])[CH2:33][CH2:32]3)[C:16]([N:18]3[CH2:23][CH2:22][O:21][CH2:20][C@H:19]3[C:24]3[CH:29]=[CH:28][CH:27]=[CH:26][CH:25]=3)=[N:17][C:4]=2[CH:3]=1.[CH3:38][O:39][C:40]1[CH:45]=[CH:44][CH:43]=[C:42]([Sn](CCCC)(CCCC)CCCC)[N:41]=1, predict the reaction product.